This data is from Forward reaction prediction with 1.9M reactions from USPTO patents (1976-2016). The task is: Predict the product of the given reaction. The product is: [O:1]=[S:2]1(=[O:27])[CH2:8][CH2:7][CH2:6][CH:5]([C:9]2[C:17]3[C:12](=[C:13]([C:24]([NH2:34])=[O:26])[CH:14]=[C:15]([C:18]4[CH:23]=[CH:22][CH:21]=[CH:20][CH:19]=4)[CH:16]=3)[NH:11][CH:10]=2)[CH2:4][CH2:3]1. Given the reactants [O:1]=[S:2]1(=[O:27])[CH2:8][CH2:7][CH2:6][CH:5]([C:9]2[C:17]3[C:12](=[C:13]([C:24]([OH:26])=O)[CH:14]=[C:15]([C:18]4[CH:23]=[CH:22][CH:21]=[CH:20][CH:19]=4)[CH:16]=3)[NH:11][CH:10]=2)[CH2:4][CH2:3]1.C1C=CC2N(O)N=[N:34]C=2C=1.C(Cl)CCl.N, predict the reaction product.